The task is: Regression/Classification. Given a drug SMILES string, predict its absorption, distribution, metabolism, or excretion properties. Task type varies by dataset: regression for continuous measurements (e.g., permeability, clearance, half-life) or binary classification for categorical outcomes (e.g., BBB penetration, CYP inhibition). Dataset: rlm.. This data is from Rat liver microsome stability data. (1) The compound is COc1ccc(S(=O)(=O)N2Cc3ccc(/C=C/C(=O)NO)cc3C2)cc1. The result is 1 (stable in rat liver microsomes). (2) The drug is CC(=O)N(C)C1(c2ccccc2)CCN(CCC[C@]2(c3ccc(Cl)c(Cl)c3)CCCN(C(=O)c3ccccc3)C2)CC1. The result is 1 (stable in rat liver microsomes). (3) The compound is CC(=O)Nc1ccc(-c2csc(N3CCC(C(N)=O)CC3)n2)cc1. The result is 0 (unstable in rat liver microsomes). (4) The drug is COc1ccc(NC2=C(c3ccc(C(F)(F)F)cc3)C(=O)c3ccccc32)cc1. The result is 1 (stable in rat liver microsomes). (5) The result is 1 (stable in rat liver microsomes). The molecule is CC(=O)c1c(C)[nH]c(C(=O)Nc2cccc(S(=O)(=O)N3CCCCCC3)c2)c1C.